Dataset: Full USPTO retrosynthesis dataset with 1.9M reactions from patents (1976-2016). Task: Predict the reactants needed to synthesize the given product. (1) Given the product [CH2:43]([NH:42][C:38]1[CH:37]=[C:36]([CH2:35][NH:34][C:26]2[CH:27]=[C:28]3[C:23]([O:22][C:21]4[C:20]([C:15]5[NH:16][C:17](=[O:19])[CH:18]=[C:13]([N:10]6[CH2:9][CH2:8][O:7][CH2:12][CH2:11]6)[CH:14]=5)=[CH:33][CH:32]=[CH:31][C:30]=4[CH2:29]3)=[CH:24][CH:25]=2)[CH:41]=[N:40][CH:39]=1)[CH3:44], predict the reactants needed to synthesize it. The reactants are: B.O1CCCC1.[O:7]1[CH2:12][CH2:11][N:10]([C:13]2[CH:14]=[C:15]([C:20]3[CH:33]=[CH:32][CH:31]=[C:30]4[C:21]=3[O:22][C:23]3[CH:24]=[CH:25][C:26]([NH:34][CH2:35][C:36]5[CH:37]=[C:38]([NH:42][C:43](=O)[CH3:44])[CH:39]=[N:40][CH:41]=5)=[CH:27][C:28]=3[CH2:29]4)[NH:16][C:17](=[O:19])[CH:18]=2)[CH2:9][CH2:8]1.Cl.C(Cl)(Cl)Cl. (2) The reactants are: C1N=CN([C:6](N2C=NC=C2)=[O:7])C=1.[CH3:13][S:14](Cl)(=[O:16])=[O:15].[N:18]1[CH:23]=[CH:22][CH:21]=[CH:20][CH:19]=1. Given the product [NH:18]1[CH2:23][CH2:22][CH2:21][CH:20]([CH2:6][O:7][S:14]([CH3:13])(=[O:16])=[O:15])[CH2:19]1, predict the reactants needed to synthesize it. (3) Given the product [Cl:33][C:27]1[C:26]2[C:30](=[CH:31][CH:32]=[C:24]([NH:23][C:19]([C:4]3[CH:5]([C:9]4[CH:14]=[CH:13][C:12]([C:15]([F:18])([F:16])[F:17])=[CH:11][CH:10]=4)[CH2:6][C:7](=[O:8])[N:2]([CH3:1])[C:3]=3[CH3:22])=[O:21])[CH:25]=2)[NH:29][N:28]=1, predict the reactants needed to synthesize it. The reactants are: [CH3:1][N:2]1[C:7](=[O:8])[CH2:6][CH:5]([C:9]2[CH:14]=[CH:13][C:12]([C:15]([F:18])([F:17])[F:16])=[CH:11][CH:10]=2)[C:4]([C:19]([OH:21])=O)=[C:3]1[CH3:22].[NH2:23][C:24]1[CH:25]=[C:26]2[C:30](=[CH:31][CH:32]=1)[NH:29][N:28]=[C:27]2[Cl:33]. (4) Given the product [CH2:9]([CH:8]([NH:7][C:5]([C:4]1[CH:15]=[CH:16][C:17]2[O:18][C:22]([O:21][CH2:19][CH3:20])=[N:1][C:2]=2[CH:3]=1)=[O:6])[CH2:12][CH2:13][CH3:14])[CH2:10][CH3:11], predict the reactants needed to synthesize it. The reactants are: [NH2:1][C:2]1[CH:3]=[C:4]([CH:15]=[CH:16][C:17]=1[OH:18])[C:5]([NH:7][CH:8]([CH2:12][CH2:13][CH3:14])[CH2:9][CH2:10][CH3:11])=[O:6].[CH2:19]([O:21][C:22](OCC)(OCC)OCC)[CH3:20]. (5) Given the product [Cl:15][C:16]1[CH:17]=[C:18]([C:26]2[O:30][N:29]=[C:28]([C:31]3[CH:32]=[CH:33][CH:34]=[C:35]4[C:39]=3[NH:38][CH:37]=[C:36]4[CH2:40][CH2:41][NH:42][CH2:2][C:3]([O:5][CH2:6][CH3:7])=[O:4])[N:27]=2)[CH:19]=[CH:20][C:21]=1[O:22][CH:23]([CH3:24])[CH3:25], predict the reactants needed to synthesize it. The reactants are: Br[CH2:2][C:3]([O:5][CH2:6][CH3:7])=[O:4].CCN(CC)CC.[Cl:15][C:16]1[CH:17]=[C:18]([C:26]2[O:30][N:29]=[C:28]([C:31]3[CH:32]=[CH:33][CH:34]=[C:35]4[C:39]=3[NH:38][CH:37]=[C:36]4[CH2:40][CH2:41][NH2:42])[N:27]=2)[CH:19]=[CH:20][C:21]=1[O:22][CH:23]([CH3:25])[CH3:24]. (6) Given the product [OH:26][C@@H:21]1[CH2:22][CH2:23][CH2:24][CH2:25][C@H:20]1[NH:19][C:17]1[S:18][C:14]2[CH:13]=[C:12]([CH2:11][N:8]3[C:6]4=[N:7][C:2]([C:29]#[N:30])=[CH:3][CH:4]=[C:5]4[N:10]=[CH:9]3)[CH:28]=[CH:27][C:15]=2[N:16]=1, predict the reactants needed to synthesize it. The reactants are: Br[C:2]1[N:7]=[C:6]2[N:8]([CH2:11][C:12]3[CH:28]=[CH:27][C:15]4[N:16]=[C:17]([NH:19][C@@H:20]5[CH2:25][CH2:24][CH2:23][CH2:22][C@H:21]5[OH:26])[S:18][C:14]=4[CH:13]=3)[CH:9]=[N:10][C:5]2=[CH:4][CH:3]=1.[CH3:29][N:30](C=O)C.